Predict the reactants needed to synthesize the given product. From a dataset of Full USPTO retrosynthesis dataset with 1.9M reactions from patents (1976-2016). (1) Given the product [ClH:1].[CH2:13]([O:20][C:21]1[CH:22]=[CH:23][C:24]([NH:25][C:2]2[C:11]3[C:6](=[CH:7][CH:8]=[C:9]([Br:12])[CH:10]=3)[N:5]=[CH:4][N:3]=2)=[CH:26][CH:27]=1)[C:14]1[CH:15]=[CH:16][CH:17]=[CH:18][CH:19]=1, predict the reactants needed to synthesize it. The reactants are: [Cl:1][C:2]1[C:11]2[C:6](=[CH:7][CH:8]=[C:9]([Br:12])[CH:10]=2)[N:5]=[CH:4][N:3]=1.[CH2:13]([O:20][C:21]1[CH:27]=[CH:26][C:24]([NH2:25])=[CH:23][CH:22]=1)[C:14]1[CH:19]=[CH:18][CH:17]=[CH:16][CH:15]=1. (2) Given the product [Cl:6][C:7]1[CH:23]=[CH:22][C:20]([CH3:21])=[C:19]2[C:15]=1[NH:14][CH:13]=[C:12]2[C:11]([OH:25])=[O:17], predict the reactants needed to synthesize it. The reactants are: P(Cl)(Cl)(Cl)=O.[Cl:6][C:7]1C=CC(C)=[C:11]2[C:15]=1[NH:14][CH:13]=[CH:12]2.[OH-:17].[Na+].[CH3:19][C:20](=[CH:22][CH3:23])[CH3:21].P([O-])(O)(O)=[O:25].[Na+].Cl([O-])=O.[Na+]. (3) Given the product [CH3:19][O:18][C@@H:5]([CH2:6][C:7]1[CH:8]=[CH:9][C:10]([O:13][CH2:14][CH2:15][CH2:16][O:21][C:22]2[CH:23]=[CH:24][C:25]([C:28](=[O:37])[CH2:29][CH2:30][C:31]3[CH:32]=[CH:33][CH:34]=[CH:35][CH:36]=3)=[CH:26][CH:27]=2)=[CH:11][CH:12]=1)[C:4]([OH:3])=[O:20], predict the reactants needed to synthesize it. The reactants are: C([O:3][C:4](=[O:20])[C@@H:5]([O:18][CH3:19])[CH2:6][C:7]1[CH:12]=[CH:11][C:10]([O:13][CH2:14][CH2:15][CH2:16]Br)=[CH:9][CH:8]=1)C.[OH:21][C:22]1[CH:27]=[CH:26][C:25]([C:28](=[O:37])[CH2:29][CH2:30][C:31]2[CH:36]=[CH:35][CH:34]=[CH:33][CH:32]=2)=[CH:24][CH:23]=1.[OH-].[Na+]. (4) Given the product [Br:19][C:12]1[CH:11]=[C:10]([C:7]([CH3:9])([CH3:8])[CH2:6][C:5]([C:20]([F:23])([F:21])[F:22])([OH:24])[CH2:4][OH:3])[C:18]2[O:17][CH2:16][CH2:15][C:14]=2[CH:13]=1, predict the reactants needed to synthesize it. The reactants are: C([O:3][C:4](=O)[C:5]([OH:24])([C:20]([F:23])([F:22])[F:21])[CH2:6][C:7]([C:10]1[C:18]2[O:17][CH2:16][CH2:15][C:14]=2[CH:13]=[C:12]([Br:19])[CH:11]=1)([CH3:9])[CH3:8])C.[H-].[Al+3].[Li+].[H-].[H-].[H-].